This data is from NCI-60 drug combinations with 297,098 pairs across 59 cell lines. The task is: Regression. Given two drug SMILES strings and cell line genomic features, predict the synergy score measuring deviation from expected non-interaction effect. (1) Drug 1: C(CC(=O)O)C(=O)CN.Cl. Drug 2: CC1C(C(CC(O1)OC2CC(CC3=C2C(=C4C(=C3O)C(=O)C5=CC=CC=C5C4=O)O)(C(=O)C)O)N)O. Cell line: TK-10. Synergy scores: CSS=48.9, Synergy_ZIP=1.27, Synergy_Bliss=0.112, Synergy_Loewe=-37.8, Synergy_HSA=0.0954. (2) Drug 1: CCC1=C2CN3C(=CC4=C(C3=O)COC(=O)C4(CC)O)C2=NC5=C1C=C(C=C5)O. Drug 2: C1CNP(=O)(OC1)N(CCCl)CCCl. Cell line: LOX IMVI. Synergy scores: CSS=34.0, Synergy_ZIP=1.28, Synergy_Bliss=2.09, Synergy_Loewe=-28.3, Synergy_HSA=0.424.